From a dataset of Catalyst prediction with 721,799 reactions and 888 catalyst types from USPTO. Predict which catalyst facilitates the given reaction. (1) Reactant: C(OC(=O)[NH:7][C@H:8]([CH2:13][N:14]([C:27]1[CH:32]=[CH:31][C:30](Br)=[CH:29][CH:28]=1)[C:15]([C@@H:17]1[CH2:19][C@H:18]1[C:20]1[CH:25]=[CH:24][CH:23]=[C:22]([F:26])[N:21]=1)=[O:16])[C@@H:9]([CH3:12])[CH2:10][CH3:11])(C)(C)C.[CH:35]#[C:36][CH2:37][CH2:38][CH3:39].CCCC[N+](CCCC)(CCCC)CCCC.[F-]. Product: [NH2:7][C@@H:8]([C@@H:9]([CH3:12])[CH2:10][CH3:11])[CH2:13][N:14]([C:27]1[CH:32]=[CH:31][C:30]([C:35]#[C:36][CH2:37][CH2:38][CH3:39])=[CH:29][CH:28]=1)[C:15]([C@H:17]1[CH2:19][C@@H:18]1[C:20]1[CH:25]=[CH:24][CH:23]=[C:22]([F:26])[N:21]=1)=[O:16]. The catalyst class is: 516. (2) Reactant: C([O:5][C:6](=O)[NH:7][CH:8]([C:13]([N:15]1[CH2:19][CH2:18][CH2:17][CH:16]1[C:20](=[O:36])[NH:21][CH:22]1[CH2:26][C:25](=[O:27])[O:24][CH:23]1[O:28][CH2:29][C:30]1[CH:35]=[CH:34][CH:33]=[CH:32][CH:31]=1)=[O:14])[C:9]([CH3:12])([CH3:11])[CH3:10])(C)(C)C.C(O)(C(F)(F)F)=O.CCN(C(C)C)C(C)C.[NH2:54][C:55]1[CH:63]=[CH:62][C:58](C(O)=O)=[CH:57][C:56]=1[Cl:64].C1C=CC2N(O)N=NC=2C=1.C(Cl)CCl. Product: [CH2:29]([O:28][CH:23]1[CH:22]([NH:21][C:20]([CH:16]2[CH2:17][CH2:18][CH2:19][N:15]2[C:13](=[O:14])[CH:8]([NH:7][C:6](=[O:5])[C:58]2[CH:62]=[CH:63][C:55]([NH2:54])=[C:56]([Cl:64])[CH:57]=2)[C:9]([CH3:12])([CH3:10])[CH3:11])=[O:36])[CH2:26][C:25](=[O:27])[O:24]1)[C:30]1[CH:31]=[CH:32][CH:33]=[CH:34][CH:35]=1. The catalyst class is: 2. (3) Reactant: [C:1]([N:4]1[C:12]2[C:7](=[CH:8][C:9]([N+:13]([O-])=O)=[CH:10][CH:11]=2)[CH2:6][CH2:5]1)(=[O:3])[CH3:2].C(O)C. Product: [C:1]([N:4]1[C:12]2[C:7](=[CH:8][C:9]([NH2:13])=[CH:10][CH:11]=2)[CH2:6][CH2:5]1)(=[O:3])[CH3:2]. The catalyst class is: 791. (4) Reactant: [F:1][C:2]1[C:3]([NH:18][C@@H:19]2[CH2:24][CH2:23][CH2:22][N:21]([C:25](=[O:28])[CH:26]=[CH2:27])[CH2:20]2)=[N:4][C:5]([NH:8][C:9]2[CH:10]=[C:11]3[C:15](=[CH:16][CH:17]=2)[CH2:14][NH:13][CH2:12]3)=[N:6][CH:7]=1.[CH:29]1([CH:32]=O)[CH2:31][CH2:30]1.[BH-](OC(C)=O)(OC(C)=O)OC(C)=O.[Na+]. Product: [CH:29]1([CH2:32][N:13]2[CH2:12][C:11]3[C:15](=[CH:16][CH:17]=[C:9]([NH:8][C:5]4[N:4]=[C:3]([NH:18][C@@H:19]5[CH2:24][CH2:23][CH2:22][N:21]([C:25](=[O:28])[CH:26]=[CH2:27])[CH2:20]5)[C:2]([F:1])=[CH:7][N:6]=4)[CH:10]=3)[CH2:14]2)[CH2:31][CH2:30]1. The catalyst class is: 2. (5) Reactant: [OH:1][C:2]1[CH:6]=[C:5]([C:7]([O:9][CH3:10])=[O:8])[O:4][N:3]=1.[H-].[Na+].Cl[CH2:14][C:15]1[N:16]=[C:17]([C:21]2[CH:26]=[CH:25][CH:24]=[CH:23][CH:22]=2)[S:18][C:19]=1[CH3:20].O. Product: [CH3:20][C:19]1[S:18][C:17]([C:21]2[CH:22]=[CH:23][CH:24]=[CH:25][CH:26]=2)=[N:16][C:15]=1[CH2:14][O:1][C:2]1[CH:6]=[C:5]([C:7]([O:9][CH3:10])=[O:8])[O:4][N:3]=1. The catalyst class is: 9. (6) Reactant: [CH3:1][C@H:2]1[NH:7][CH2:6][CH2:5][N:4]([C:8]2[CH:15]=[CH:14][CH:13]=[CH:12][C:9]=2[C:10]#[N:11])[CH2:3]1.N. Product: [CH3:1][C@H:2]1[NH:7][CH2:6][CH2:5][N:4]([C:8]2[CH:15]=[CH:14][CH:13]=[CH:12][C:9]=2[CH2:10][NH2:11])[CH2:3]1. The catalyst class is: 769. (7) Reactant: Cl[C:2]1[CH:7]=[C:6]([Cl:8])[N:5]=[C:4]([S:9][CH2:10][C:11]2[CH:16]=[CH:15][CH:14]=[C:13]([F:17])[C:12]=2[F:18])[N:3]=1.[CH3:19][C:20]([Si:23]([CH3:33])([CH3:32])[O:24][CH2:25][C@H:26]([OH:31])[CH2:27][O:28][CH2:29][CH3:30])([CH3:22])[CH3:21].[H-].[Na+]. Product: [Cl:8][C:6]1[CH:7]=[C:2]([O:31][C@H:26]([CH2:27][O:28][CH2:29][CH3:30])[CH2:25][O:24][Si:23]([C:20]([CH3:19])([CH3:21])[CH3:22])([CH3:32])[CH3:33])[N:3]=[C:4]([S:9][CH2:10][C:11]2[CH:16]=[CH:15][CH:14]=[C:13]([F:17])[C:12]=2[F:18])[N:5]=1. The catalyst class is: 1. (8) Reactant: [Cl:1][C:2]1[C:3]([N+:15]([O-])=O)=[C:4]([NH:8][C:9]2[CH:14]=[CH:13][CH:12]=[CH:11][CH:10]=2)[CH:5]=[CH:6][CH:7]=1.[NH4+].[Cl-]. Product: [Cl:1][C:2]1[CH:7]=[CH:6][CH:5]=[C:4]([NH:8][C:9]2[CH:14]=[CH:13][CH:12]=[CH:11][CH:10]=2)[C:3]=1[NH2:15]. The catalyst class is: 406. (9) Reactant: [CH2:1]([N:8]1[C:17](=[O:18])[C:16]2[C:11](=[CH:12][CH:13]=[CH:14][CH:15]=2)[C:10]([C:19]2[C:27]3[C:22](=[CH:23][CH:24]=[CH:25][CH:26]=3)[N:21]([CH2:28][C:29](O)=[O:30])[C:20]=2[CH3:32])=[N:9]1)[C:2]1[CH:7]=[CH:6][CH:5]=[CH:4][CH:3]=1.C(N(CC)CC)C.ClC(OCC)=O.[BH4-].[Na+]. Product: [CH2:1]([N:8]1[N:9]=[C:10]([C:19]2[C:27]3[C:22](=[CH:23][CH:24]=[CH:25][CH:26]=3)[N:21]([CH2:28][CH2:29][OH:30])[C:20]=2[CH3:32])[C:11]2[C:16](=[CH:15][CH:14]=[CH:13][CH:12]=2)[C:17]1=[O:18])[C:2]1[CH:7]=[CH:6][CH:5]=[CH:4][CH:3]=1. The catalyst class is: 7.